Dataset: Forward reaction prediction with 1.9M reactions from USPTO patents (1976-2016). Task: Predict the product of the given reaction. (1) Given the reactants [Mg].BrCCBr.[F:6][C:7]1[CH:8]=[C:9]([CH:12]=[CH:13][C:14]=1[F:15])[CH2:10]Br.[O:16]=[C:17]1[CH2:22][CH2:21][N:20]([C:23]([O:25][C:26]([CH3:29])([CH3:28])[CH3:27])=[O:24])[CH2:19][CH2:18]1.Cl.C(C(C(C([O-])=O)O)O)([O-])=O.[Na+].[K+], predict the reaction product. The product is: [F:6][C:7]1[CH:8]=[C:9]([CH:12]=[CH:13][C:14]=1[F:15])[CH2:10][C:17]1([OH:16])[CH2:18][CH2:19][N:20]([C:23]([O:25][C:26]([CH3:28])([CH3:27])[CH3:29])=[O:24])[CH2:21][CH2:22]1. (2) Given the reactants Cl[C:2]1[C:11]2[C:6](=[CH:7][C:8]([O:14][CH2:15][CH2:16][CH2:17][N:18]3[CH2:23][CH2:22][O:21][CH2:20][CH2:19]3)=[C:9]([O:12][CH3:13])[CH:10]=2)[N:5]=[CH:4][N:3]=1.[Cl:24][C:25]1[C:34]2[C:29](=[CH:30][C:31]([OH:35])=[CH:32][CH:33]=2)[N:28]=[CH:27][CH:26]=1.C(=O)([O-])[O-].[K+].[K+], predict the reaction product. The product is: [Cl:24][C:25]1[C:34]2[C:29](=[CH:30][C:31]([O:35][C:2]3[C:11]4[C:6](=[CH:7][C:8]([O:14][CH2:15][CH2:16][CH2:17][N:18]5[CH2:23][CH2:22][O:21][CH2:20][CH2:19]5)=[C:9]([O:12][CH3:13])[CH:10]=4)[N:5]=[CH:4][N:3]=3)=[CH:32][CH:33]=2)[N:28]=[CH:27][CH:26]=1. (3) Given the reactants [Cl:1][C:2]1[CH:3]=[C:4]([NH2:20])[CH:5]=[C:6]([Cl:19])[C:7]=1[S:8][C:9]1[N:10]=[N:11][C:12](Cl)=[C:13]([CH:15]([CH3:17])[CH3:16])[CH:14]=1.[C:21]([O-])(=[O:23])[CH3:22].[Na+].[OH-:26].[Na+], predict the reaction product. The product is: [Cl:1][C:2]1[CH:3]=[C:4]([NH:20][C:21](=[O:23])[CH3:22])[CH:5]=[C:6]([Cl:19])[C:7]=1[S:8][C:9]1[CH:14]=[C:13]([CH:15]([CH3:17])[CH3:16])[C:12](=[O:26])[NH:11][N:10]=1.